From a dataset of Full USPTO retrosynthesis dataset with 1.9M reactions from patents (1976-2016). Predict the reactants needed to synthesize the given product. (1) Given the product [CH3:1][C@@H:2]1[N:3]([C:9]2[C:10](=[O:23])[NH:11][C:12]3[C:17]([N:18]=2)=[CH:16][C:15]([C:19]([O:21][CH3:22])=[O:20])=[CH:14][CH:13]=3)[CH2:4][CH2:5][O:6][CH2:7]1, predict the reactants needed to synthesize it. The reactants are: [CH3:1][C@H:2]1[CH2:7][O:6][CH2:5][CH2:4][NH:3]1.Cl[C:9]1[C:10]([OH:23])=[N:11][C:12]2[C:17]([N:18]=1)=[CH:16][C:15]([C:19]([O:21][CH3:22])=[O:20])=[CH:14][CH:13]=2.CCN(C(C)C)C(C)C. (2) Given the product [CH3:1][O:2][C:3](=[O:16])[C:4]1[CH:9]=[CH:8][C:7]([CH:10]=[N:18][OH:19])=[CH:6][C:5]=1[C:12]([F:15])([F:14])[F:13], predict the reactants needed to synthesize it. The reactants are: [CH3:1][O:2][C:3](=[O:16])[C:4]1[CH:9]=[CH:8][C:7]([CH:10]=O)=[CH:6][C:5]=1[C:12]([F:15])([F:14])[F:13].Cl.[NH2:18][OH:19].C(N(CC)CC)C. (3) Given the product [C:1]([OH:10])(=[O:9])[C:2]1[C:3](=[CH:5][CH:6]=[CH:7][CH:8]=1)[OH:4], predict the reactants needed to synthesize it. The reactants are: [C:1]([O-:10])(=[O:9])[C:2]1[C:3](=[CH:5][CH:6]=[CH:7][CH:8]=1)[OH:4].[Na+].[OH-].[K+]. (4) Given the product [C:9]([O:13][C:14](=[O:35])[NH:15][CH:16]1[CH2:21][CH2:20][CH2:19][N:18]([C:22]([C:23]2[CH:28]=[CH:27][C:26]3[N:29]([CH3:30])[C:47]([C:39]4[N:38]([CH2:36][CH3:37])[C:46]5[CH:45]=[CH:44][N:43]=[CH:42][C:41]=5[CH:40]=4)=[N:31][C:25]=3[CH:24]=2)=[O:34])[CH2:17]1)([CH3:12])([CH3:10])[CH3:11], predict the reactants needed to synthesize it. The reactants are: S(S([O-])=O)([O-])=O.[Na+].[Na+].[C:9]([O:13][C:14](=[O:35])[NH:15][CH:16]1[CH2:21][CH2:20][CH2:19][N:18]([C:22](=[O:34])[C:23]2[CH:28]=[CH:27][C:26]([NH:29][CH3:30])=[C:25]([N+:31]([O-])=O)[CH:24]=2)[CH2:17]1)([CH3:12])([CH3:11])[CH3:10].[CH2:36]([N:38]1[C:46]2[CH:45]=[CH:44][N:43]=[CH:42][C:41]=2[CH:40]=[C:39]1[CH:47]=O)[CH3:37].CO. (5) Given the product [Br-:1].[Br-:1].[CH2:2]([N+:16]1[CH:17]=[CH:18][C:19]2[C:24](=[CH:23][CH:22]=[CH:21][CH:20]=2)[CH:15]=1)[CH2:3][CH2:4][CH2:5][CH2:6][CH2:7][CH2:8][CH2:9][CH2:10][CH2:11][CH2:12][CH2:13][N+:16]1[CH:17]=[CH:18][C:19]2[C:24](=[CH:23][CH:22]=[CH:21][CH:20]=2)[CH:15]=1, predict the reactants needed to synthesize it. The reactants are: [Br:1][CH2:2][CH2:3][CH2:4][CH2:5][CH2:6][CH2:7][CH2:8][CH2:9][CH2:10][CH2:11][CH2:12][CH2:13]Br.[CH:15]1[C:24]2[C:19](=[CH:20][CH:21]=[CH:22][CH:23]=2)[CH:18]=[CH:17][N:16]=1. (6) Given the product [Cl:15][C:13]1[CH:12]=[CH:11][C:10]([O:16][CH3:17])=[C:9]([C:4]2[N:3]=[C:2]([NH:25][C:22]3[CH:23]=[CH:24][C:19]([Cl:18])=[CH:20][CH:21]=3)[CH:7]=[C:6]([NH2:8])[CH:5]=2)[CH:14]=1, predict the reactants needed to synthesize it. The reactants are: Cl[C:2]1[CH:7]=[C:6]([NH2:8])[CH:5]=[C:4]([C:9]2[CH:14]=[C:13]([Cl:15])[CH:12]=[CH:11][C:10]=2[O:16][CH3:17])[N:3]=1.[Cl:18][C:19]1[CH:24]=[CH:23][C:22]([NH2:25])=[CH:21][CH:20]=1. (7) Given the product [Cl:31][C:10]1[C:9]2[C:14](=[C:15]([CH3:17])[CH:16]=[C:7]([C:38]([C:37]3[N:33]([CH3:32])[CH:34]=[N:35][CH:36]=3)([C:40]3[CH:41]=[N:42][C:43]([C:46]([F:48])([F:47])[F:49])=[CH:44][CH:45]=3)[OH:39])[CH:8]=2)[N:13]=[C:12]([O:18][CH3:19])[C:11]=1[C:20]1[CH:25]=[CH:24][C:23]([O:26][C:27]([F:30])([F:29])[F:28])=[CH:22][CH:21]=1.[C:56]([OH:55])([C:27]([F:28])([F:29])[F:30])=[O:39], predict the reactants needed to synthesize it. The reactants are: C([Li])CCC.Br[C:7]1[CH:8]=[C:9]2[C:14](=[C:15]([CH3:17])[CH:16]=1)[N:13]=[C:12]([O:18][CH3:19])[C:11]([C:20]1[CH:25]=[CH:24][C:23]([O:26][C:27]([F:30])([F:29])[F:28])=[CH:22][CH:21]=1)=[C:10]2[Cl:31].[CH3:32][N:33]1[C:37]([C:38]([C:40]2[CH:41]=[N:42][C:43]([C:46]([F:49])([F:48])[F:47])=[CH:44][CH:45]=2)=[O:39])=[CH:36][N:35]=[CH:34]1.[NH4+].[Cl-].C1[CH2:56][O:55]CC1.